From a dataset of Reaction yield outcomes from USPTO patents with 853,638 reactions. Predict the reaction yield, written as a fraction of the theoretical maximum amount of product (1.0 means a 100% yield; for example, 0.34 means a 34% yield). (1) The reactants are [N:1]1([CH2:6][CH2:7][O:8][C:9]2[CH:18]=[C:17]3[C:12]([C:13](=O)[NH:14][CH:15]=[N:16]3)=[CH:11][C:10]=2[O:20][CH3:21])[CH:5]=[CH:4][N:3]=[CH:2]1.S(Cl)([Cl:24])=O.CN(C=O)C. The catalyst is C1(C)C=CC=CC=1. The product is [Cl:24][C:13]1[C:12]2[C:17](=[CH:18][C:9]([O:8][CH2:7][CH2:6][N:1]3[CH:5]=[CH:4][N:3]=[CH:2]3)=[C:10]([O:20][CH3:21])[CH:11]=2)[N:16]=[CH:15][N:14]=1. The yield is 0.590. (2) The reactants are [OH-].[Na+].C([O:7][C:8](=[O:22])[CH2:9][N:10]([S:12]([C:15]1[CH:16]=[N:17][C:18](Cl)=[CH:19][CH:20]=1)(=[O:14])=[O:13])[CH3:11])(C)(C)C.[C:23]([OH:27])#[C:24][CH2:25][CH3:26]. The catalyst is O. The product is [CH2:23]([O:27][C:18]1[N:17]=[CH:16][C:15]([S:12]([N:10]([CH2:9][C:8]([OH:7])=[O:22])[CH3:11])(=[O:13])=[O:14])=[CH:20][CH:19]=1)[C:24]#[C:25][CH3:26]. The yield is 0.450. (3) The reactants are [F:1][C:2]1[CH:3]=[CH:4][C:5]([NH:8][NH2:9])=[N:6][CH:7]=1.O=[CH:11][C:12]([O:14][CH2:15][CH3:16])=[O:13].C(OI(C1C=CC=CC=1)OC(=O)C)(=O)C. No catalyst specified. The product is [F:1][C:2]1[CH:3]=[CH:4][C:5]2[N:6]([C:11]([C:12]([O:14][CH2:15][CH3:16])=[O:13])=[N:9][N:8]=2)[CH:7]=1. The yield is 0.430. (4) The reactants are Cl[C:2]1[CH:11]=[C:10]2[C:5]([CH:6]=[C:7]([C:13]3[CH:14]=[N:15][CH:16]=[C:17]([F:20])[C:18]=3[CH3:19])[N+:8]([O-:12])=[CH:9]2)=[CH:4][N:3]=1.[C:21](=[O:28])([O:23][C:24]([CH3:27])([CH3:26])[CH3:25])[NH2:22].C1(P(C2CCCCC2)C2C(OC)=CC=C(OC)C=2C2C(C(C)C)=CC(C(C)C)=CC=2C(C)C)CCCCC1.C(=O)([O-])[O-].[Cs+].[Cs+]. The catalyst is O1CCOCC1.ClCCl.CO. The product is [C:24]([O:23][C:21]([NH:22][C:2]1[CH:11]=[C:10]2[C:5]([CH:6]=[C:7]([C:13]3[CH:14]=[N:15][CH:16]=[C:17]([F:20])[C:18]=3[CH3:19])[N+:8]([O-:12])=[CH:9]2)=[CH:4][N:3]=1)=[O:28])([CH3:27])([CH3:26])[CH3:25]. The yield is 0.380. (5) The product is [CH3:1][O:2][C:3](=[O:23])[CH2:4][CH2:5][C:6]1[CH:11]=[CH:10][C:9]([O:12][C:13]2[CH:14]=[C:15]([Cl:21])[CH:16]=[C:17]([CH2:19][NH2:20])[CH:18]=2)=[CH:8][C:7]=1[CH3:22]. The yield is 0.380. The reactants are [CH3:1][O:2][C:3](=[O:23])[CH2:4][CH2:5][C:6]1[CH:11]=[CH:10][C:9]([O:12][C:13]2[CH:18]=[C:17]([C:19]#[N:20])[CH:16]=[C:15]([Cl:21])[CH:14]=2)=[CH:8][C:7]=1[CH3:22].[H][H]. The catalyst is CO.C(O)(=O)C.[Pt]=O. (6) The reactants are [C:1]([OH:10])(=[O:9])[C@@H:2]([C@H:4]([C:6]([OH:8])=O)[OH:5])[OH:3].[C:11](Cl)(=[O:15])[CH:12]([CH3:14])[CH3:13]. The catalyst is C1(C)C=CC=CC=1.CCOCC.CCCCCC. The product is [O:10]=[C:1]1[C@H:2]([O:3][C:11](=[O:15])[CH:12]([CH3:14])[CH3:13])[C@@H:4]([O:5][C:11](=[O:15])[CH:12]([CH3:14])[CH3:13])[C:6](=[O:8])[O:9]1. The yield is 0.710. (7) The reactants are C([Li])CCC.Br[C:7]1[CH:12]=[CH:11][CH:10]=[C:9](Br)[C:8]=1[O:14][CH2:15][CH2:16]Br.[S:18](=[O:20])=[O:19].[Cl:21]NC(=O)CCC(N)=O. The catalyst is O1CCCC1.ClCCl. The product is [O:14]1[C:8]2[CH:9]=[C:10]([S:18]([Cl:21])(=[O:20])=[O:19])[CH:11]=[CH:12][C:7]=2[CH2:16][CH2:15]1. The yield is 0.410. (8) The reactants are [F:1][C@H:2]1[CH2:7][CH2:6][N:5]([C:8]2[CH:13]=[CH:12][N:11]=[CH:10][C:9]=2[N+:14]([O-])=O)[CH2:4][C@@H:3]1[NH:17][C:18](=[O:24])[O:19][C:20]([CH3:23])([CH3:22])[CH3:21].CC(O)=O. The catalyst is [Fe].O. The product is [NH2:14][C:9]1[CH:10]=[N:11][CH:12]=[CH:13][C:8]=1[N:5]1[CH2:6][CH2:7][C@H:2]([F:1])[C@@H:3]([NH:17][C:18](=[O:24])[O:19][C:20]([CH3:22])([CH3:21])[CH3:23])[CH2:4]1. The yield is 0.800. (9) The yield is 0.400. The reactants are [C:1]([O:5][C:6]([N:8]1[CH2:13][CH2:12][CH2:11][C:10]([CH3:17])([C:14](O)=[O:15])[N:9]1[C:18]([O:20][C:21]([CH3:24])([CH3:23])[CH3:22])=[O:19])=[O:7])([CH3:4])([CH3:3])[CH3:2].Cl.[Br:26][C:27]1[CH:36]=[C:35]2[C:30]([CH:31]=[CH:32][C:33]([C@H:37]([NH2:39])[CH3:38])=[N:34]2)=[CH:29][CH:28]=1.C(N(CC)C(C)C)(C)C.F[P-](F)(F)(F)(F)F.CN(C(ON1C2=NC=CC=C2N=N1)=[N+](C)C)C. The catalyst is ClCCl. The product is [C:1]([O:5][C:6]([N:8]1[CH2:13][CH2:12][CH2:11][C:10]([C:14](=[O:15])[NH:39][C@@H:37]([C:33]2[CH:32]=[CH:31][C:30]3[C:35](=[CH:36][C:27]([Br:26])=[CH:28][CH:29]=3)[N:34]=2)[CH3:38])([CH3:17])[N:9]1[C:18]([O:20][C:21]([CH3:24])([CH3:23])[CH3:22])=[O:19])=[O:7])([CH3:4])([CH3:2])[CH3:3].